Dataset: NCI-60 drug combinations with 297,098 pairs across 59 cell lines. Task: Regression. Given two drug SMILES strings and cell line genomic features, predict the synergy score measuring deviation from expected non-interaction effect. (1) Drug 1: CN1CCC(CC1)COC2=C(C=C3C(=C2)N=CN=C3NC4=C(C=C(C=C4)Br)F)OC. Drug 2: CC1=C2C(C(=O)C3(C(CC4C(C3C(C(C2(C)C)(CC1OC(=O)C(C(C5=CC=CC=C5)NC(=O)OC(C)(C)C)O)O)OC(=O)C6=CC=CC=C6)(CO4)OC(=O)C)OC)C)OC. Cell line: NCI-H322M. Synergy scores: CSS=56.6, Synergy_ZIP=-1.08, Synergy_Bliss=-1.85, Synergy_Loewe=0.115, Synergy_HSA=2.36. (2) Drug 1: C1=CC(=CC=C1C#N)C(C2=CC=C(C=C2)C#N)N3C=NC=N3. Drug 2: CNC(=O)C1=NC=CC(=C1)OC2=CC=C(C=C2)NC(=O)NC3=CC(=C(C=C3)Cl)C(F)(F)F. Cell line: HCT116. Synergy scores: CSS=-0.692, Synergy_ZIP=5.33, Synergy_Bliss=10.2, Synergy_Loewe=3.14, Synergy_HSA=1.70. (3) Drug 2: C1C(C(OC1N2C=NC(=NC2=O)N)CO)O. Cell line: SK-MEL-28. Synergy scores: CSS=-5.85, Synergy_ZIP=0.266, Synergy_Bliss=-4.34, Synergy_Loewe=-6.78, Synergy_HSA=-7.01. Drug 1: CCN(CC)CCNC(=O)C1=C(NC(=C1C)C=C2C3=C(C=CC(=C3)F)NC2=O)C. (4) Drug 1: C1CC(=O)NC(=O)C1N2CC3=C(C2=O)C=CC=C3N. Drug 2: C1=CC(=CC=C1CCC2=CNC3=C2C(=O)NC(=N3)N)C(=O)NC(CCC(=O)O)C(=O)O. Cell line: HOP-92. Synergy scores: CSS=0.993, Synergy_ZIP=-4.22, Synergy_Bliss=-6.38, Synergy_Loewe=-8.24, Synergy_HSA=-3.97. (5) Drug 1: CCC1(CC2CC(C3=C(CCN(C2)C1)C4=CC=CC=C4N3)(C5=C(C=C6C(=C5)C78CCN9C7C(C=CC9)(C(C(C8N6C)(C(=O)OC)O)OC(=O)C)CC)OC)C(=O)OC)O.OS(=O)(=O)O. Drug 2: CC12CCC3C(C1CCC2OP(=O)(O)O)CCC4=C3C=CC(=C4)OC(=O)N(CCCl)CCCl.[Na+]. Cell line: 786-0. Synergy scores: CSS=1.99, Synergy_ZIP=0.491, Synergy_Bliss=1.84, Synergy_Loewe=0.619, Synergy_HSA=0.651. (6) Drug 2: CN(C(=O)NC(C=O)C(C(C(CO)O)O)O)N=O. Drug 1: CC1=CC2C(CCC3(C2CCC3(C(=O)C)OC(=O)C)C)C4(C1=CC(=O)CC4)C. Cell line: BT-549. Synergy scores: CSS=2.80, Synergy_ZIP=0.372, Synergy_Bliss=-0.752, Synergy_Loewe=-2.76, Synergy_HSA=-3.10.